Predict the product of the given reaction. From a dataset of Forward reaction prediction with 1.9M reactions from USPTO patents (1976-2016). (1) The product is: [C:1]([C:5]1[CH:33]=[CH:32][C:8]([C:9]([NH:11][CH2:12][C:13]2[CH:18]=[CH:17][C:16]([C:19]3[C:20]4[CH:27]=[C:26]([C:28]([N:67]5[CH2:72][CH2:71][O:70][CH2:69][CH2:68]5)=[O:30])[NH:25][C:21]=4[N:22]=[CH:23][N:24]=3)=[CH:15][C:14]=2[F:31])=[O:10])=[CH:7][CH:6]=1)([CH3:4])([CH3:3])[CH3:2]. Given the reactants [C:1]([C:5]1[CH:33]=[CH:32][C:8]([C:9]([NH:11][CH2:12][C:13]2[CH:18]=[CH:17][C:16]([C:19]3[C:20]4[CH:27]=[C:26]([C:28]([OH:30])=O)[NH:25][C:21]=4[N:22]=[CH:23][N:24]=3)=[CH:15][C:14]=2[F:31])=[O:10])=[CH:7][CH:6]=1)([CH3:4])([CH3:3])[CH3:2].CN(C(ON1N=NC2C=CC=CC1=2)=[N+](C)C)C.F[P-](F)(F)(F)(F)F.CCN(C(C)C)C(C)C.[NH:67]1[CH2:72][CH2:71][O:70][CH2:69][CH2:68]1, predict the reaction product. (2) Given the reactants [C:1]([O:5][C:6](=[O:14])[CH2:7][CH2:8][NH:9][CH2:10][CH2:11][O:12][CH3:13])([CH3:4])([CH3:3])[CH3:2].[Cl:15][C:16]1[N:21]=[C:20](Cl)[C:19]([N+:23]([O-:25])=[O:24])=[CH:18][N:17]=1.C(=O)(O)[O-].[K+], predict the reaction product. The product is: [C:1]([O:5][C:6](=[O:14])[CH2:7][CH2:8][N:9]([C:18]1[C:19]([N+:23]([O-:25])=[O:24])=[CH:20][N:21]=[C:16]([Cl:15])[N:17]=1)[CH2:10][CH2:11][O:12][CH3:13])([CH3:4])([CH3:3])[CH3:2]. (3) Given the reactants O[CH2:2][CH:3]1[CH2:11][C:10]2[C:5](=[CH:6][CH:7]=[C:8]([N:12]3[CH2:16][C@H:15]([CH2:17][NH:18][C:19](=[O:21])[CH3:20])[O:14][C:13]3=[O:22])[CH:9]=2)[N:4]1[CH:23]=[O:24].C(N(S(F)(F)[F:31])CC)C.C([O-])(O)=O.[Na+], predict the reaction product. The product is: [F:31][CH2:2][CH:3]1[CH2:11][C:10]2[C:5](=[CH:6][CH:7]=[C:8]([N:12]3[CH2:16][C@H:15]([CH2:17][NH:18][C:19](=[O:21])[CH3:20])[O:14][C:13]3=[O:22])[CH:9]=2)[N:4]1[CH:23]=[O:24]. (4) The product is: [C:1]1([N:7]2[CH2:8][CH2:9][C:10]([CH2:20][NH:21][C:22]([NH:24][C:25]3[C:30]([CH:31]([CH3:33])[CH3:32])=[CH:29][C:28]([NH2:34])=[CH:27][C:26]=3[CH:42]([CH3:43])[CH3:44])=[O:23])([C:13]3[CH:18]=[CH:17][CH:16]=[C:15]([O:19][CH2:52][CH2:53][CH2:54][OH:55])[CH:14]=3)[CH2:11][CH2:12]2)[CH:2]=[CH:3][CH:4]=[CH:5][CH:6]=1. Given the reactants [C:1]1([N:7]2[CH2:12][CH2:11][C:10]([CH2:20][NH:21][C:22]([NH:24][C:25]3[C:30]([CH:31]([CH3:33])[CH3:32])=[CH:29][C:28]([NH:34]C(OC(C)(C)C)=O)=[CH:27][C:26]=3[CH:42]([CH3:44])[CH3:43])=[O:23])([C:13]3[CH:18]=[CH:17][CH:16]=[C:15]([OH:19])[CH:14]=3)[CH2:9][CH2:8]2)[CH:6]=[CH:5][CH:4]=[CH:3][CH:2]=1.C(=O)([O-])[O-].[K+].[K+].Br[CH2:52][CH2:53][CH2:54][O:55]CC1C=CC=CC=1.O, predict the reaction product. (5) The product is: [Br:1][C:2]1[N:6]([S:7]([C:10]2[CH:15]=[CH:14][CH:13]=[C:12]([S:16]([CH3:19])(=[O:18])=[O:17])[CH:11]=2)(=[O:8])=[O:9])[CH:5]=[C:4]([CH:20]=[O:21])[CH:3]=1. Given the reactants [Br:1][C:2]1[N:6]([S:7]([C:10]2[CH:15]=[CH:14][CH:13]=[C:12]([S:16]([CH3:19])(=[O:18])=[O:17])[CH:11]=2)(=[O:9])=[O:8])[CH:5]=[C:4]([CH2:20][OH:21])[CH:3]=1.S(=O)(=O)=O, predict the reaction product. (6) The product is: [Cl:15][CH:8]=[C:6]1[CH2:7][C:2]([CH3:11])([CH3:1])[CH2:3][CH2:4][C:5]1=[O:10]. Given the reactants [CH3:1][C:2]1([CH3:11])[CH2:7][CH:6]([CH:8]=O)[C:5](=[O:10])[CH2:4][CH2:3]1.C(Cl)(=O)C([Cl:15])=O.[OH-].[Na+], predict the reaction product. (7) The product is: [CH2:23]([O:30][C:31](=[O:39])[CH2:32][C@@H:33]([NH:38][C:18](=[O:20])[CH2:17][CH2:16][CH2:15][CH2:14][CH2:13][CH2:12][CH2:11][CH2:10][CH2:9][CH2:8][CH2:7][C:1]1[CH:2]=[CH:3][CH:4]=[CH:5][CH:6]=1)[CH2:34][N:35]([CH3:36])[CH3:37])[C:24]1[CH:29]=[CH:28][CH:27]=[CH:26][CH:25]=1. Given the reactants [C:1]1([CH2:7][CH2:8][CH2:9][CH2:10][CH2:11][CH2:12][CH2:13][CH2:14][CH2:15][CH2:16][CH2:17][C:18]([OH:20])=O)[CH:6]=[CH:5][CH:4]=[CH:3][CH:2]=1.Cl.Cl.[CH2:23]([O:30][C:31](=[O:39])[CH2:32][C@@H:33]([NH2:38])[CH2:34][N:35]([CH3:37])[CH3:36])[C:24]1[CH:29]=[CH:28][CH:27]=[CH:26][CH:25]=1, predict the reaction product. (8) Given the reactants [F:1][C:2]([F:7])([F:6])[C:3]([O-:5])=[O:4].[F:8][C:9]([F:14])([F:13])[C:10]([O-:12])=[O:11].C([NH+:22]([CH2:29][CH:30]1[CH2:32][CH:31]1[CH3:33])[CH2:23][CH2:24][CH2:25][NH+:26]([CH3:28])[CH3:27])C1C=CC=CC=1, predict the reaction product. The product is: [F:1][C:2]([F:7])([F:6])[C:3]([O-:5])=[O:4].[F:8][C:9]([F:14])([F:13])[C:10]([O-:12])=[O:11].[CH3:28][NH+:26]([CH3:27])[CH2:25][CH2:24][CH2:23][NH2+:22][CH2:29][CH:30]1[CH2:32][CH:31]1[CH3:33].